Task: Predict the reactants needed to synthesize the given product.. Dataset: Full USPTO retrosynthesis dataset with 1.9M reactions from patents (1976-2016) (1) Given the product [OH:2][CH2:1][C:3]1[CH:4]=[C:5]([CH:16]=[CH:17][CH:18]=1)[O:6][C@@H:7]([CH3:15])[C:8]([O:10][C:11]([CH3:13])([CH3:14])[CH3:12])=[O:9], predict the reactants needed to synthesize it. The reactants are: [CH:1]([C:3]1[CH:4]=[C:5]([CH:16]=[CH:17][CH:18]=1)[O:6][C@@H:7]([CH3:15])[C:8]([O:10][C:11]([CH3:14])([CH3:13])[CH3:12])=[O:9])=[O:2].[BH4-].[Na+].O.Cl. (2) Given the product [F:33][C:29]1[CH:28]=[CH:27][C:26]([C:2]2[C:7]([C:8]3[CH:9]=[C:10]4[C:14](=[CH:15][CH:16]=3)[N:13]([CH2:17][O:18][CH2:19][CH2:20][Si:21]([CH3:24])([CH3:23])[CH3:22])[N:12]=[CH:11]4)=[CH:6][CH:5]=[CH:4][N:3]=2)=[N:31][C:30]=1[CH3:32], predict the reactants needed to synthesize it. The reactants are: Cl[C:2]1[C:7]([C:8]2[CH:9]=[C:10]3[C:14](=[CH:15][CH:16]=2)[N:13]([CH2:17][O:18][CH2:19][CH2:20][Si:21]([CH3:24])([CH3:23])[CH3:22])[N:12]=[CH:11]3)=[CH:6][CH:5]=[CH:4][N:3]=1.Br[C:26]1[N:31]=[C:30]([CH3:32])[C:29]([F:33])=[CH:28][CH:27]=1. (3) Given the product [CH3:61][O:62][C:63](=[O:64])[CH2:65][CH2:41][NH:43][C:3]([C:5]1[C:6]([OH:34])=[C:7]2[C:12](=[C:13]([C:15]3[N:16]=[CH:17][S:18][CH:19]=3)[N:14]=1)[N:11]([CH2:20][C:21]1[CH:26]=[CH:25][CH:24]=[CH:23][CH:22]=1)[C:10](=[O:27])[C:9]([C:28]1[CH:29]=[CH:30][CH:31]=[CH:32][CH:33]=1)=[CH:8]2)=[O:4], predict the reactants needed to synthesize it. The reactants are: CO[C:3]([C:5]1[C:6]([OH:34])=[C:7]2[C:12](=[C:13]([C:15]3[N:16]=[CH:17][S:18][CH:19]=3)[N:14]=1)[N:11]([CH2:20][C:21]1[CH:26]=[CH:25][CH:24]=[CH:23][CH:22]=1)[C:10](=[O:27])[C:9]([C:28]1[CH:33]=[CH:32][CH:31]=[CH:30][CH:29]=1)=[CH:8]2)=[O:4].[OH-].[Na+].C1C=CC2N(O)N=[N:43][C:41]=2C=1.C(Cl)CCl.CCN(C(C)C)C(C)C.C[CH2:61][O:62][C:63]([CH3:65])=[O:64].